From a dataset of Forward reaction prediction with 1.9M reactions from USPTO patents (1976-2016). Predict the product of the given reaction. (1) Given the reactants [F:1][C:2]1[CH:3]=[C:4]([NH2:9])[CH:5]=[CH:6][C:7]=1[CH3:8].[Cl:10][C:11]1[CH:19]=[CH:18][C:14]([C:15](Cl)=[O:16])=[CH:13][C:12]=1[N+:20]([O-:22])=[O:21], predict the reaction product. The product is: [Cl:10][C:11]1[CH:19]=[CH:18][C:14]([C:15]([NH:9][C:4]2[CH:5]=[CH:6][C:7]([CH3:8])=[C:2]([F:1])[CH:3]=2)=[O:16])=[CH:13][C:12]=1[N+:20]([O-:22])=[O:21]. (2) Given the reactants Cl[C:2](OC1C=CC([N+]([O-])=O)=CC=1)=[O:3].[CH2:14]([O:21][C:22]1[C:27]([CH3:28])=[CH:26][C:25]([CH2:29][C@@H:30]([OH:35])[C:31]([O:33][CH3:34])=[O:32])=[CH:24][C:23]=1[CH3:36])[C:15]1[CH:20]=[CH:19][CH:18]=[CH:17][CH:16]=1.[NH:37]1[CH2:42][CH2:41][CH:40]([N:43]2[CH2:49][CH2:48][C:47]3[CH:50]=[CH:51][CH:52]=[CH:53][C:46]=3[NH:45][C:44]2=[O:54])[CH2:39][CH2:38]1, predict the reaction product. The product is: [O:54]=[C:44]1[N:43]([CH:40]2[CH2:39][CH2:38][N:37]([C:2]([O:35][C@@H:30]([C:31]([O:33][CH3:34])=[O:32])[CH2:29][C:25]3[CH:24]=[C:23]([CH3:36])[C:22]([O:21][CH2:14][C:15]4[CH:20]=[CH:19][CH:18]=[CH:17][CH:16]=4)=[C:27]([CH3:28])[CH:26]=3)=[O:3])[CH2:42][CH2:41]2)[CH2:49][CH2:48][C:47]2[CH:50]=[CH:51][CH:52]=[CH:53][C:46]=2[NH:45]1. (3) Given the reactants Cl.[NH2:2][C:3]1[C:11]([OH:12])=[C:10]2[C:6]([CH2:7][CH2:8][CH:9]2[CH2:13][CH2:14][NH:15][C:16](=[O:18])[CH3:17])=[CH:5][CH:4]=1.[CH2:19]([O:26][CH2:27][CH2:28][CH2:29][CH2:30][C:31](Cl)=[O:32])[C:20]1[CH:25]=[CH:24][CH:23]=[CH:22][CH:21]=1, predict the reaction product. The product is: [C:16]([NH:15][CH2:14][CH2:13][CH:9]1[C:10]2[C:6](=[CH:5][CH:4]=[C:3]([NH:2][C:31](=[O:32])[CH2:30][CH2:29][CH2:28][CH2:27][O:26][CH2:19][C:20]3[CH:25]=[CH:24][CH:23]=[CH:22][CH:21]=3)[C:11]=2[OH:12])[CH2:7][CH2:8]1)(=[O:18])[CH3:17]. (4) Given the reactants [Cl:1][C:2]1[CH:27]=[CH:26][C:5]([O:6][CH2:7][C:8]([N:10]2[CH2:15][C@H:14]([CH3:16])[N:13]([CH2:17][C:18]3[CH:23]=[CH:22][C:21]([F:24])=[CH:20][CH:19]=3)[CH2:12][C@H:11]2[CH3:25])=[O:9])=[C:4]([OH:28])[CH:3]=1.[CH3:29][O:30][C:31](=[O:34])[CH2:32]Br.C(=O)([O-])[O-].[Cs+].[Cs+], predict the reaction product. The product is: [CH3:29][O:30][C:31](=[O:34])[CH2:32][O:28][C:4]1[CH:3]=[C:2]([Cl:1])[CH:27]=[CH:26][C:5]=1[O:6][CH2:7][C:8]([N:10]1[CH2:15][C@H:14]([CH3:16])[N:13]([CH2:17][C:18]2[CH:23]=[CH:22][C:21]([F:24])=[CH:20][CH:19]=2)[CH2:12][C@H:11]1[CH3:25])=[O:9]. (5) The product is: [F:1][C:2]1[CH:3]=[C:4]([CH3:12])[C:5]([CH2:9][C:10]2[NH:15][CH2:14][CH2:13][N:11]=2)=[C:6]([CH3:8])[CH:7]=1. Given the reactants [F:1][C:2]1[CH:7]=[C:6]([CH3:8])[C:5]([CH2:9][C:10]#[N:11])=[C:4]([CH3:12])[CH:3]=1.[CH2:13](N)[CH2:14][NH2:15].[S], predict the reaction product.